From a dataset of Peptide-MHC class II binding affinity with 134,281 pairs from IEDB. Regression. Given a peptide amino acid sequence and an MHC pseudo amino acid sequence, predict their binding affinity value. This is MHC class II binding data. (1) The peptide sequence is AALDAQAVELTARLN. The MHC is DRB1_0404 with pseudo-sequence DRB1_0404. The binding affinity (normalized) is 0.386. (2) The peptide sequence is KYSYYPEDPVKLASI. The MHC is DRB3_0301 with pseudo-sequence DRB3_0301. The binding affinity (normalized) is 0.327. (3) The peptide sequence is VSGAAVVSGFVVASL. The MHC is DRB3_0202 with pseudo-sequence DRB3_0202. The binding affinity (normalized) is 0.193.